This data is from Full USPTO retrosynthesis dataset with 1.9M reactions from patents (1976-2016). The task is: Predict the reactants needed to synthesize the given product. (1) Given the product [N+:39]([C:42]1[CH:47]=[CH:46][CH:45]=[CH:44][C:43]=1[S:48]([O:23][C:13]1[CH2:12][CH:11]([C:9](=[O:10])[NH:8][C:5]2[CH:6]=[CH:7][C:2]([Cl:1])=[CH:3][C:4]=2[C:24](=[O:31])[NH:25][CH:26]([CH:28]2[CH2:29][CH2:30]2)[CH3:27])[N:15]([C:16]2[C:21]([Cl:22])=[CH:20][CH:19]=[CH:18][N:17]=2)[N:14]=1)(=[O:50])=[O:49])([O-:41])=[O:40], predict the reactants needed to synthesize it. The reactants are: [Cl:1][C:2]1[CH:7]=[CH:6][C:5]([NH:8][C:9]([CH:11]2[N:15]([C:16]3[C:21]([Cl:22])=[CH:20][CH:19]=[CH:18][N:17]=3)[N:14]=[C:13]([OH:23])[CH2:12]2)=[O:10])=[C:4]([C:24](=[O:31])[NH:25][CH:26]([CH:28]2[CH2:30][CH2:29]2)[CH3:27])[CH:3]=1.C(N(CC)CC)C.[N+:39]([C:42]1[CH:47]=[CH:46][CH:45]=[CH:44][C:43]=1[S:48](Cl)(=[O:50])=[O:49])([O-:41])=[O:40].O. (2) Given the product [C:1]12([C:11]([C:25]3[CH2:26][C:17]4[C:18]([CH:24]=3)=[CH:19][CH:20]=[CH:21][CH:16]=4)=[O:12])[CH2:10][CH:5]3[CH2:6][CH:7]([CH2:9][CH:3]([CH2:4]3)[CH2:2]1)[CH2:8]2, predict the reactants needed to synthesize it. The reactants are: [C:1]12([C:11](Cl)=[O:12])[CH2:10][CH:5]3[CH2:6][CH:7]([CH2:9][CH:3]([CH2:4]3)[CH2:2]1)[CH2:8]2.CO[C:16]1[CH:17]=[C:18]([CH:24]=[CH:25][C:26](=O)C(C)(C)C)[CH:19]=[C:20](OC)[CH:21]=1.